This data is from Reaction yield outcomes from USPTO patents with 853,638 reactions. The task is: Predict the reaction yield, written as a fraction of the theoretical maximum amount of product (1.0 means a 100% yield; for example, 0.34 means a 34% yield). (1) The reactants are [Cl:1][C:2]1[CH:3]=[CH:4][C:5]([NH2:9])=[N:6][C:7]=1[Cl:8].[C:10](N1C=CC=CC1=O)(N1C=CC=CC1=O)=[S:11]. The catalyst is ClCCl.C(OCC)(=O)C.CCCCCC. The product is [Cl:8][C:7]1[C:2]([Cl:1])=[CH:3][CH:4]=[C:5]([N:9]=[C:10]=[S:11])[N:6]=1. The yield is 0.810. (2) The reactants are [CH3:1][N:2]1[C:11]2[C:6](=[CH:7][C:8]([C:18]([F:21])([F:20])[F:19])=[C:9]([C:12]3[CH:13]=[N:14][N:15]([CH3:17])[CH:16]=3)[CH:10]=2)[NH:5][CH2:4][CH2:3]1.Br[C:23]1[C:27]2[CH2:28][N:29]([C:32]([O:34][C:35]([CH3:38])([CH3:37])[CH3:36])=[O:33])[CH2:30][CH2:31][C:26]=2[N:25]([CH:39]2[CH2:44][CH2:43][O:42][CH2:41][CH2:40]2)[N:24]=1.C(O[Na])(C)(C)C.C1(P(C2CCCCC2)C2C=CC=CC=2C2C(OC(C)C)=CC=CC=2OC(C)C)CCCCC1. The yield is 0.850. The product is [CH3:1][N:2]1[C:11]2[C:6](=[CH:7][C:8]([C:18]([F:19])([F:21])[F:20])=[C:9]([C:12]3[CH:13]=[N:14][N:15]([CH3:17])[CH:16]=3)[CH:10]=2)[N:5]([C:23]2[C:27]3[CH2:28][N:29]([C:32]([O:34][C:35]([CH3:37])([CH3:38])[CH3:36])=[O:33])[CH2:30][CH2:31][C:26]=3[N:25]([CH:39]3[CH2:40][CH2:41][O:42][CH2:43][CH2:44]3)[N:24]=2)[CH2:4][CH2:3]1. The catalyst is O1CCOCC1.